From a dataset of Forward reaction prediction with 1.9M reactions from USPTO patents (1976-2016). Predict the product of the given reaction. (1) The product is: [NH:7]1[CH:11]=[CH:10][C:9]([C:12]2[C:13]3[NH:21][N:20]=[N:19][C:14]=3[N:15]=[C:16]([NH2:18])[N:17]=2)=[N:8]1. Given the reactants C[Si](C)(C)CCOC[N:7]1[CH:11]=[CH:10][C:9]([C:12]2[C:13]3[NH:21][N:20]=[N:19][C:14]=3[N:15]=[C:16]([NH2:18])[N:17]=2)=[N:8]1, predict the reaction product. (2) Given the reactants Br[C:2]1[CH:7]=[CH:6][N:5]=[N:4][CH:3]=1.[OH:8][CH2:9][C:10]1[CH:15]=[CH:14][C:13](B(O)O)=[CH:12][CH:11]=1.C(=O)([O-])[O-].[K+].[K+].O, predict the reaction product. The product is: [N:5]1[CH:6]=[CH:7][C:2]([C:13]2[CH:14]=[CH:15][C:10]([CH2:9][OH:8])=[CH:11][CH:12]=2)=[CH:3][N:4]=1. (3) The product is: [CH3:1][O:2][C:3]1[CH:4]=[CH:5][C:6]([NH:11][C:12]2[C:13]3[N:14]([CH:27]=[CH:28][N:29]=3)[N:15]=[C:16]([C:18]3[CH:19]=[C:20]([CH:24]=[CH:25][CH:26]=3)[C:21]([NH:30][C:31]3[CH:40]=[CH:39][C:34]([C:35]([O:37][CH3:38])=[O:36])=[C:33]([O:41][CH3:42])[CH:32]=3)=[O:22])[CH:17]=2)=[N:7][C:8]=1[O:9][CH3:10]. Given the reactants [CH3:1][O:2][C:3]1[CH:4]=[CH:5][C:6]([NH:11][C:12]2[C:13]3[N:14]([CH:27]=[CH:28][N:29]=3)[N:15]=[C:16]([C:18]3[CH:19]=[C:20]([CH:24]=[CH:25][CH:26]=3)[C:21](O)=[O:22])[CH:17]=2)=[N:7][C:8]=1[O:9][CH3:10].[NH2:30][C:31]1[CH:40]=[CH:39][C:34]([C:35]([O:37][CH3:38])=[O:36])=[C:33]([O:41][CH3:42])[CH:32]=1.CN1C=CN=C1.CCN=C=NCCCN(C)C, predict the reaction product. (4) Given the reactants Cl[C:2]1[CH:7]=[CH:6][N:5]=[C:4]2[CH:8]=[C:9]([C:11]([N:13]([CH2:15][CH2:16][N:17]([CH3:19])[CH3:18])[CH3:14])=[O:12])[S:10][C:3]=12.[CH3:20][NH:21][C:22]([C:24]1[C:32]2[C:27](=[CH:28][C:29]([OH:33])=[CH:30][CH:31]=2)[N:26]([CH3:34])[C:25]=1[CH3:35])=[O:23].C([O-])([O-])=O.[Cs+].[Cs+], predict the reaction product. The product is: [CH3:18][N:17]([CH3:19])[CH2:16][CH2:15][N:13]([CH3:14])[C:11]([C:9]1[S:10][C:3]2[C:4](=[N:5][CH:6]=[CH:7][C:2]=2[O:33][C:29]2[CH:28]=[C:27]3[C:32]([C:24]([C:22]([NH:21][CH3:20])=[O:23])=[C:25]([CH3:35])[N:26]3[CH3:34])=[CH:31][CH:30]=2)[CH:8]=1)=[O:12]. (5) Given the reactants [NH2:1][C:2]1[CH:10]=[CH:9][CH:8]=[C:7]2[C:3]=1[CH:4]=[CH:5][NH:6]2.[C:19](O[C:19]([O:21][C:22]([CH3:25])([CH3:24])[CH3:23])=[O:20])([O:21][C:22]([CH3:25])([CH3:24])[CH3:23])=[O:20].F[C:27]1[CH:32]=[CH:31][C:30]([N+:33]([O-:35])=O)=[CH:29][CH:28]=1.[Cl:36][C:37]1[CH:42]=[CH:41][C:40]([N:43]=[C:44]=[O:45])=[CH:39][C:38]=1[C:46]([F:49])([F:48])[F:47], predict the reaction product. The product is: [C:22]([O:21][C:19](=[O:20])[NH:1][C:2]1[CH:10]=[CH:9][CH:8]=[C:7]2[C:3]=1[CH:4]=[CH:5][N:6]2[C:27]1[CH:28]=[CH:29][C:30]([N:33]([OH:35])[C:44]([NH:43][C:40]2[CH:41]=[CH:42][C:37]([Cl:36])=[C:38]([C:46]([F:48])([F:47])[F:49])[CH:39]=2)=[O:45])=[CH:31][CH:32]=1)([CH3:23])([CH3:24])[CH3:25].